Dataset: Full USPTO retrosynthesis dataset with 1.9M reactions from patents (1976-2016). Task: Predict the reactants needed to synthesize the given product. (1) Given the product [ClH:17].[NH2:1][C:2]1[CH:7]=[CH:6][CH:5]=[CH:4][CH:3]=1.[ClH:17].[CH3:8][O:9][C:10]1[C:11]([NH2:16])=[CH:12][CH:13]=[CH:14][CH:15]=1, predict the reactants needed to synthesize it. The reactants are: [NH2:1][C:2]1[CH:7]=[CH:6][CH:5]=[CH:4][CH:3]=1.[CH3:8][O:9][C:10]1[C:11]([NH2:16])=[CH:12][CH:13]=[CH:14][CH:15]=1.[ClH:17]. (2) Given the product [N:1]1([C@H:6]2[CH2:7][CH2:8][C@H:9]([CH2:15][NH:16][C:25]3[C:24]([N+:21]([O-:23])=[O:22])=[CH:29][N:28]=[C:27]([NH:30][CH2:31][C:32]4[CH:37]=[CH:36][CH:35]=[CH:34][C:33]=4[O:38][C:39]([F:41])([F:42])[F:40])[N:26]=3)[CH2:10][CH2:11]2)[CH:5]=[CH:4][N:3]=[CH:2]1, predict the reactants needed to synthesize it. The reactants are: [N:1]1([CH:6]2[CH2:11][CH2:10][CH:9](NC)[CH2:8][CH2:7]2)[CH:5]=[CH:4][N:3]=[CH:2]1.C[CH2:15][N:16](CC)CC.[N+:21]([C:24]1[C:25](SC#N)=[N:26][C:27]([NH:30][CH2:31][C:32]2[CH:37]=[CH:36][CH:35]=[CH:34][C:33]=2[O:38][C:39]([F:42])([F:41])[F:40])=[N:28][CH:29]=1)([O-:23])=[O:22]. (3) Given the product [C:18]([C:3]1[CH:4]=[CH:5][C:6]([O:8][CH2:9][C:10]2[CH:15]=[CH:14][C:13]([O:16][CH3:17])=[CH:12][CH:11]=2)=[CH:7][C:2]=1[O:1][C:28](=[O:32])[CH:29]([CH3:31])[CH3:30])(=[O:20])[CH3:19], predict the reactants needed to synthesize it. The reactants are: [OH:1][C:2]1[CH:7]=[C:6]([O:8][CH2:9][C:10]2[CH:15]=[CH:14][C:13]([O:16][CH3:17])=[CH:12][CH:11]=2)[CH:5]=[CH:4][C:3]=1[C:18](=[O:20])[CH3:19].C(N(CC)CC)C.[C:28](Cl)(=[O:32])[CH:29]([CH3:31])[CH3:30].O. (4) The reactants are: [F:1][C:2]1[CH:3]=[C:4]([CH:9]=[CH:10][C:11]=1[C:12]1[CH:13]=[N:14][C:15]([O:18][CH2:19][CH:20]2[CH2:25][CH2:24][N:23]([CH2:26][C:27]([F:30])([CH3:29])[CH3:28])[CH2:22][CH2:21]2)=[CH:16][CH:17]=1)[C:5]([O:7]C)=[O:6].O.CO.O[Li].O. Given the product [F:1][C:2]1[CH:3]=[C:4]([CH:9]=[CH:10][C:11]=1[C:12]1[CH:13]=[N:14][C:15]([O:18][CH2:19][CH:20]2[CH2:25][CH2:24][N:23]([CH2:26][C:27]([F:30])([CH3:28])[CH3:29])[CH2:22][CH2:21]2)=[CH:16][CH:17]=1)[C:5]([OH:7])=[O:6], predict the reactants needed to synthesize it. (5) Given the product [Br:1][C:2]1[CH:3]=[C:4]([OH:26])[CH:5]=[C:6]([Br:25])[C:7]=1[O:8][C:9]1[CH:14]=[CH:13][C:12]([OH:15])=[C:11]([CH2:17][C:18]2[CH:19]=[CH:20][C:21]([F:24])=[CH:22][CH:23]=2)[CH:10]=1, predict the reactants needed to synthesize it. The reactants are: [Br:1][C:2]1[CH:3]=[C:4]([OH:26])[CH:5]=[C:6]([Br:25])[C:7]=1[O:8][C:9]1[CH:14]=[CH:13][C:12]([O:15]C)=[C:11]([CH2:17][C:18]2[CH:23]=[CH:22][C:21]([F:24])=[CH:20][CH:19]=2)[CH:10]=1.ClCCl.B(Br)(Br)Br. (6) Given the product [C:1]([O:5][C:6]([NH:8][CH2:9][C:10]1[CH:11]=[CH:12][C:13](/[CH:16]=[CH:17]\[CH:18]2[CH2:19][CH2:20][CH2:21][CH2:22][CH2:23]2)=[CH:14][CH:15]=1)=[O:7])([CH3:4])([CH3:2])[CH3:3], predict the reactants needed to synthesize it. The reactants are: [C:1]([O:5][C:6]([NH:8][CH2:9][C:10]1[CH:15]=[CH:14][C:13]([C:16]#[C:17][CH:18]2[CH2:23][CH2:22][CH2:21][CH2:20][CH2:19]2)=[CH:12][CH:11]=1)=[O:7])([CH3:4])([CH3:3])[CH3:2]. (7) Given the product [Cl:1][C:2]1[C:9]([CH:10]2[CH2:11][O:21]2)=[CH:8][CH:7]=[C:6]([F:12])[C:3]=1[C:4]#[N:5], predict the reactants needed to synthesize it. The reactants are: [Cl:1][C:2]1[C:9]([CH:10]=[CH2:11])=[CH:8][CH:7]=[C:6]([F:12])[C:3]=1[C:4]#[N:5].C1C=C(Cl)C=C(C(OO)=[O:21])C=1. (8) Given the product [F:12][C:11]1[CH:10]=[C:9]2[C:4]([CH2:5][CH2:6][CH2:7][N:8]2[C:13]([O:15][C:16]([CH3:19])([CH3:18])[CH3:17])=[O:14])=[CH:3][C:2]=1[C:24]1[CH:23]=[N:22][N:21]([CH3:20])[CH:25]=1, predict the reactants needed to synthesize it. The reactants are: Br[C:2]1[CH:3]=[C:4]2[C:9](=[CH:10][C:11]=1[F:12])[N:8]([C:13]([O:15][C:16]([CH3:19])([CH3:18])[CH3:17])=[O:14])[CH2:7][CH2:6][CH2:5]2.[CH3:20][N:21]1[CH:25]=[C:24](B2OC(C)(C)C(C)(C)O2)[CH:23]=[N:22]1.C([O-])([O-])=O.[K+].[K+].